Dataset: Full USPTO retrosynthesis dataset with 1.9M reactions from patents (1976-2016). Task: Predict the reactants needed to synthesize the given product. (1) Given the product [O:25]1[CH2:27][CH:26]1[CH2:28][O:3][C:4]1[CH:24]=[CH:23][C:7]([O:8][CH2:9][CH2:10][CH2:11][N:12]2[C:13](=[O:22])[C:14]3[C:19](=[CH:18][CH:17]=[CH:16][CH:15]=3)[C:20]2=[O:21])=[CH:6][CH:5]=1, predict the reactants needed to synthesize it. The reactants are: [H-].[Na+].[OH:3][C:4]1[CH:24]=[CH:23][C:7]([O:8][CH2:9][CH2:10][CH2:11][N:12]2[C:20](=[O:21])[C:19]3[C:14](=[CH:15][CH:16]=[CH:17][CH:18]=3)[C:13]2=[O:22])=[CH:6][CH:5]=1.[O:25]1[CH2:27][CH:26]1[CH2:28]OS(C1C=CC=C([N+]([O-])=O)C=1)(=O)=O.[Cl-].[NH4+]. (2) Given the product [Br:23][C:9]1[C:10](=[O:15])[C:11]([CH3:13])([CH3:14])[O:12][C:8]=1[C:5]1[CH:6]=[CH:7][C:2]([Cl:1])=[CH:3][CH:4]=1, predict the reactants needed to synthesize it. The reactants are: [Cl:1][C:2]1[CH:7]=[CH:6][C:5]([C:8]2[O:12][C:11]([CH3:14])([CH3:13])[C:10](=[O:15])[CH:9]=2)=[CH:4][CH:3]=1.C1C(=O)N([Br:23])C(=O)C1. (3) Given the product [NH2:25][C:26]1[N:31]=[CH:30][C:29]([C:2]2[N:3]=[C:4]([N:11]3[CH2:16][CH2:15][O:14][CH:13]([CH2:17][C:18]([N:20]4[CH2:24][CH2:23][CH2:22][CH2:21]4)=[O:19])[CH2:12]3)[C:5]3[S:10][CH:9]=[CH:8][C:6]=3[N:7]=2)=[CH:28][N:27]=1, predict the reactants needed to synthesize it. The reactants are: Cl[C:2]1[N:3]=[C:4]([N:11]2[CH2:16][CH2:15][O:14][CH:13]([CH2:17][C:18]([N:20]3[CH2:24][CH2:23][CH2:22][CH2:21]3)=[O:19])[CH2:12]2)[C:5]2[S:10][CH:9]=[CH:8][C:6]=2[N:7]=1.[NH2:25][C:26]1[N:31]=[CH:30][C:29](B2OC(C)(C)C(C)(C)O2)=[CH:28][N:27]=1.CC#N.CC([O-])=O.[K+]. (4) Given the product [CH3:1][C:2]1[CH:3]=[C:4]2[C:8](=[CH:9][CH:10]=1)[NH:7][CH2:6][CH2:5]2, predict the reactants needed to synthesize it. The reactants are: [CH3:1][C:2]1[CH:3]=[C:4]2[C:8](=[CH:9][CH:10]=1)[NH:7][CH:6]=[CH:5]2.COC1C=C2C(=CC=1)NCC2.C([BH3-])#N.[Na+]. (5) Given the product [N+:18](=[CH:17][C:8]([C:4]1[N:5]=[CH:6][O:7][C:3]=1[C:2]([F:12])([F:11])[F:1])=[O:9])=[N-:19], predict the reactants needed to synthesize it. The reactants are: [F:1][C:2]([F:12])([F:11])[C:3]1[O:7][CH:6]=[N:5][C:4]=1[C:8](Cl)=[O:9].[Si]([CH:17]=[N+:18]=[N-:19])(C)(C)C. (6) Given the product [Si:28]([O:35][CH:36]([CH3:50])[C:37]([CH3:49])([CH3:48])[O:38][C:39]1[CH:40]=[CH:41][C:42]([N:4]2[C:5](=[O:27])[C:6]([CH2:12][C:13]3[CH:18]=[CH:17][C:16]([C:19]4[C:20]([C:25]#[N:26])=[CH:21][CH:22]=[CH:23][CH:24]=4)=[CH:15][CH:14]=3)=[C:7]([CH2:9][CH2:10][CH3:11])[N:8]=[C:3]2[CH2:1][CH3:2])=[CH:43][CH:44]=1)([C:31]([CH3:34])([CH3:33])[CH3:32])([CH3:30])[CH3:29], predict the reactants needed to synthesize it. The reactants are: [CH2:1]([C:3]1[NH:4][C:5](=[O:27])[C:6]([CH2:12][C:13]2[CH:18]=[CH:17][C:16]([C:19]3[C:20]([C:25]#[N:26])=[CH:21][CH:22]=[CH:23][CH:24]=3)=[CH:15][CH:14]=2)=[C:7]([CH2:9][CH2:10][CH3:11])[N:8]=1)[CH3:2].[Si:28]([O:35][CH:36]([CH3:50])[C:37]([CH3:49])([CH3:48])[O:38][C:39]1[CH:44]=[CH:43][C:42](B(O)O)=[CH:41][CH:40]=1)([C:31]([CH3:34])([CH3:33])[CH3:32])([CH3:30])[CH3:29].C(N(CC)CC)C.N1C=CC=CC=1.